From a dataset of Catalyst prediction with 721,799 reactions and 888 catalyst types from USPTO. Predict which catalyst facilitates the given reaction. (1) Reactant: [N+:1]([C:4]1[CH:5]=[C:6]([CH:10]=[CH:11][CH:12]=1)[CH:7]=[N:8][OH:9])([O-:3])=[O:2].[Cl:13]Cl. Product: [ClH:13].[N+:1]([C:4]1[CH:5]=[C:6]([CH:10]=[CH:11][CH:12]=1)[C:7]#[N+:8][O-:9])([O-:3])=[O:2]. The catalyst class is: 22. (2) Reactant: C(OC([NH:8][C@@H:9]([CH2:14][C:15]1[CH:16]=[C:17]2[C:22](=[CH:23][CH:24]=1)[NH:21][CH2:20][CH2:19][CH2:18]2)[C:10]([O:12][CH3:13])=[O:11])=O)(C)(C)C.FC(F)(F)C(O)=O. Product: [NH2:8][C@@H:9]([CH2:14][C:15]1[CH:16]=[C:17]2[C:22](=[CH:23][CH:24]=1)[NH:21][CH2:20][CH2:19][CH2:18]2)[C:10]([O:12][CH3:13])=[O:11]. The catalyst class is: 4. (3) Reactant: [CH3:1]N(C)CCN(C)C.[Li]C(CC)C.C1CCCCC1.[CH2:20]([N:27]1[CH2:34][CH:33]2[CH2:35][CH:29]([CH2:30][N:31]([C:36]([O:38][C:39]([CH3:42])([CH3:41])[CH3:40])=[O:37])[CH2:32]2)[CH2:28]1)[C:21]1[CH:26]=[CH:25][CH:24]=[CH:23][CH:22]=1.N#N.S(OC)(OC)(=O)=O. Product: [CH2:20]([N:27]1[CH2:28][CH:29]2[CH2:35][CH:33]([CH2:32][N:31]([C:36]([O:38][C:39]([CH3:42])([CH3:41])[CH3:40])=[O:37])[CH:30]2[CH3:1])[CH2:34]1)[C:21]1[CH:22]=[CH:23][CH:24]=[CH:25][CH:26]=1. The catalyst class is: 1. (4) Product: [CH2:1]([NH:5][C:6](=[O:18])[CH2:7][C@H:8]1[CH2:13][C@@H:12]([CH:14]=[O:15])[O:11][C:10]([CH3:17])([CH3:16])[O:9]1)[CH2:2][CH2:3][CH3:4]. The catalyst class is: 322. Reactant: [CH2:1]([NH:5][C:6](=[O:18])[CH2:7][C@H:8]1[CH2:13][C@@H:12]([CH2:14][OH:15])[O:11][C:10]([CH3:17])([CH3:16])[O:9]1)[CH2:2][CH2:3][CH3:4].C(Cl)(=O)C(Cl)=O.CS(C)=O.C(N(CC)CC)C. (5) Reactant: [C:1]([O:4][CH2:5][C:6](Cl)=[O:7])(=[O:3])[CH3:2].[Br:9][C:10]1[N:15]=[CH:14][C:13]([NH2:16])=[C:12]([NH:17][CH:18]([CH3:20])[CH3:19])[CH:11]=1.C(N(CC)CC)C. Product: [Br:9][C:10]1[N:15]=[CH:14][C:13]([NH:16][C:6]([CH2:5][O:4][C:1](=[O:3])[CH3:2])=[O:7])=[C:12]([NH:17][CH:18]([CH3:20])[CH3:19])[CH:11]=1. The catalyst class is: 46. (6) Reactant: [Cl:1][C:2]1[N:7]=[C:6]([C:8]([NH2:10])=[O:9])[C:5]([NH:11][C:12]2[CH:17]=[CH:16][C:15]([N:18]3[CH2:23][CH2:22][C:21](=[O:24])[CH2:20][CH2:19]3)=[C:14]([CH3:25])[CH:13]=2)=[N:4][C:3]=1[NH:26][C@@H:27]1[CH2:31][CH2:30][NH:29][CH2:28]1.[C:32](O[C:32]([O:34][C:35]([CH3:38])([CH3:37])[CH3:36])=[O:33])([O:34][C:35]([CH3:38])([CH3:37])[CH3:36])=[O:33]. Product: [C:8]([C:6]1[N:7]=[C:2]([Cl:1])[C:3]([NH:26][C@@H:27]2[CH2:31][CH2:30][N:29]([C:32]([O:34][C:35]([CH3:38])([CH3:37])[CH3:36])=[O:33])[CH2:28]2)=[N:4][C:5]=1[NH:11][C:12]1[CH:17]=[CH:16][C:15]([N:18]2[CH2:23][CH2:22][C:21](=[O:24])[CH2:20][CH2:19]2)=[C:14]([CH3:25])[CH:13]=1)(=[O:9])[NH2:10]. The catalyst class is: 7. (7) Reactant: F[C:2]1[CH:10]=[CH:9][C:5]([C:6]([OH:8])=[O:7])=[CH:4][C:3]=1[N+:11]([O-:13])=[O:12].[SH:14][CH2:15][CH2:16][OH:17].C(=O)([O-])[O-].[K+].[K+]. Product: [OH:17][CH2:16][CH2:15][S:14][C:2]1[CH:10]=[CH:9][C:5]([C:6]([OH:8])=[O:7])=[CH:4][C:3]=1[N+:11]([O-:13])=[O:12]. The catalyst class is: 3. (8) Reactant: Cl.[NH2:2][C@@H:3]([CH2:33][C:34]1[CH:39]=[CH:38][CH:37]=[CH:36][N:35]=1)[C:4]([N:6]1[CH2:11][CH2:10][CH:9]([N:12]2[N:21]=[C:20]([C:22]3[CH:27]=[CH:26][C:25]([O:28][CH3:29])=[C:24]([O:30][CH3:31])[CH:23]=3)[C@@H:19]3[C@@H:14]([CH2:15][CH2:16][CH2:17][CH2:18]3)[C:13]2=[O:32])[CH2:8][CH2:7]1)=[O:5].[CH:40]1([CH2:43][O:44][C:45]2[CH:53]=[CH:52][C:48]3[O:49][CH2:50][O:51][C:47]=3[C:46]=2[C:54]2[C:55]3[NH:62][CH:61]=[C:60]([C:63](O)=[O:64])[C:56]=3[N:57]=[CH:58][N:59]=2)[CH2:42][CH2:41]1.CCOC(C(C#N)=NOC(N1CCOCC1)=[N+](C)C)=O.F[P-](F)(F)(F)(F)F.CCN(C(C)C)C(C)C.C(=O)(O)[O-].[Na+]. Product: [CH:40]1([CH2:43][O:44][C:45]2[CH:53]=[CH:52][C:48]3[O:49][CH2:50][O:51][C:47]=3[C:46]=2[C:54]2[C:55]3[NH:62][CH:61]=[C:60]([C:63]([NH:2][C@@H:3]([CH2:33][C:34]4[CH:39]=[CH:38][CH:37]=[CH:36][N:35]=4)[C:4]([N:6]4[CH2:7][CH2:8][CH:9]([N:12]5[N:21]=[C:20]([C:22]6[CH:27]=[CH:26][C:25]([O:28][CH3:29])=[C:24]([O:30][CH3:31])[CH:23]=6)[C@@H:19]6[C@@H:14]([CH2:15][CH2:16][CH2:17][CH2:18]6)[C:13]5=[O:32])[CH2:10][CH2:11]4)=[O:5])=[O:64])[C:56]=3[N:57]=[CH:58][N:59]=2)[CH2:41][CH2:42]1. The catalyst class is: 2. (9) Reactant: [CH3:1][O:2][C:3]1[CH:4]=[C:5]([CH2:11][C:12]#[N:13])[CH:6]=[CH:7][C:8]=1[O:9][CH3:10].[CH:14](OCC)=[O:15].[O-]CC.[Na+]. Product: [CH3:1][O:2][C:3]1[CH:4]=[C:5]([CH:11]([CH:14]=[O:15])[C:12]#[N:13])[CH:6]=[CH:7][C:8]=1[O:9][CH3:10]. The catalyst class is: 8.